Task: Predict the reactants needed to synthesize the given product.. Dataset: Full USPTO retrosynthesis dataset with 1.9M reactions from patents (1976-2016) (1) The reactants are: [CH3:1][C:2]1[C:20]([CH3:21])=[C:19]([CH3:22])[C:18]([CH3:23])=[C:17]([CH3:24])[C:3]=1[CH2:4][N:5]1[CH2:10][CH2:9][N:8]([CH2:11][C:12](OCC)=[O:13])[CH2:7][CH2:6]1.[NH2:25][NH2:26]. Given the product [CH3:1][C:2]1[C:20]([CH3:21])=[C:19]([CH3:22])[C:18]([CH3:23])=[C:17]([CH3:24])[C:3]=1[CH2:4][N:5]1[CH2:6][CH2:7][N:8]([CH2:11][C:12]([NH:25][NH2:26])=[O:13])[CH2:9][CH2:10]1, predict the reactants needed to synthesize it. (2) Given the product [F:1][C:2]1[CH:10]=[C:9]([NH:11][CH3:12])[C:8]([N+:13]([O-:15])=[O:14])=[CH:7][C:3]=1[C:4]([NH:53][CH2:52][CH2:51][O:50][CH3:49])=[O:6], predict the reactants needed to synthesize it. The reactants are: [F:1][C:2]1[CH:10]=[C:9]([NH:11][CH3:12])[C:8]([N+:13]([O-:15])=[O:14])=[CH:7][C:3]=1[C:4]([OH:6])=O.CN(C(ON1N=NC2C=CC=CC1=2)=[N+](C)C)C.F[P-](F)(F)(F)(F)F.CCN(C(C)C)C(C)C.[CH3:49][O:50][CH2:51][CH2:52][NH2:53]. (3) The reactants are: C(OC([NH:8][CH2:9][CH2:10][CH2:11][CH2:12][CH2:13][C:14]([O:16][CH2:17][C:18]1[CH:23]=[CH:22][CH:21]=[CH:20][CH:19]=1)=[O:15])=O)(C)(C)C.[ClH:24].O1CCOCC1. Given the product [ClH:24].[NH2:8][CH2:9][CH2:10][CH2:11][CH2:12][CH2:13][C:14]([O:16][CH2:17][C:18]1[CH:23]=[CH:22][CH:21]=[CH:20][CH:19]=1)=[O:15], predict the reactants needed to synthesize it. (4) Given the product [CH2:6]([C@@H:4]1[NH:5][C@H:16]([C:15]([CH3:19])([CH3:18])[CH3:14])[N:2]([CH3:1])[C:3]1=[O:13])[C:7]1[CH:12]=[CH:11][CH:10]=[CH:9][CH:8]=1, predict the reactants needed to synthesize it. The reactants are: [CH3:1][NH:2][C:3](=[O:13])[C@H:4]([CH2:6][C:7]1[CH:12]=[CH:11][CH:10]=[CH:9][CH:8]=1)[NH2:5].[CH3:14][C:15]([CH3:19])([CH3:18])[CH:16]=O. (5) The reactants are: [H-].[Al+3].[Li+].[H-].[H-].[H-].C([O:9][C:10]([C:12]1[O:16][C:15]([C:17]2[CH:22]=[CH:21][C:20]([O:23][CH3:24])=[CH:19][CH:18]=2)=[N:14][C:13]=1[CH2:25][O:26][CH:27]1[CH2:32][CH2:31][CH2:30][CH2:29][O:28]1)=O)C. Given the product [CH3:24][O:23][C:20]1[CH:21]=[CH:22][C:17]([C:15]2[O:16][C:12]([CH2:10][OH:9])=[C:13]([CH2:25][O:26][CH:27]3[CH2:32][CH2:31][CH2:30][CH2:29][O:28]3)[N:14]=2)=[CH:18][CH:19]=1, predict the reactants needed to synthesize it. (6) Given the product [NH2:11][S:8]([C:4]1[CH:3]=[C:2]([NH:1][C:21](=[O:22])[CH2:20][O:19][CH2:12][C:13]2[CH:18]=[CH:17][CH:16]=[CH:15][CH:14]=2)[CH:7]=[CH:6][CH:5]=1)(=[O:9])=[O:10], predict the reactants needed to synthesize it. The reactants are: [NH2:1][C:2]1[CH:7]=[CH:6][CH:5]=[C:4]([S:8]([NH2:11])(=[O:10])=[O:9])[CH:3]=1.[CH2:12]([O:19][CH2:20][C:21](Cl)=[O:22])[C:13]1[CH:18]=[CH:17][CH:16]=[CH:15][CH:14]=1.C([O-])(O)=O.[Na+]. (7) Given the product [NH2:15][C:9]1[CH:10]=[CH:11][C:12]([OH:14])=[N:13][C:8]=1[NH:7][CH:1]1[CH2:6][CH2:5][CH2:4][CH2:3][CH2:2]1, predict the reactants needed to synthesize it. The reactants are: [CH:1]1([NH:7][C:8]2[N:13]=[C:12]([OH:14])[CH:11]=[CH:10][C:9]=2[N+:15]([O-])=O)[CH2:6][CH2:5][CH2:4][CH2:3][CH2:2]1. (8) Given the product [CH2:1]([O:8][C:9]1[N:10]=[N:11][C:12]([C:23]#[C:24][CH:25]2[CH2:26][CH2:27][CH2:28][CH2:29]2)=[CH:13][C:14]=1[O:15][CH2:16][C:17]1[CH:22]=[CH:21][CH:20]=[CH:19][CH:18]=1)[C:32]1[CH:37]=[CH:36][CH:35]=[CH:34][CH:33]=1, predict the reactants needed to synthesize it. The reactants are: [CH2:1]([O:8][C:9]1[N:10]=[N:11][C:12]([C:23]#[C:24][C:25]2C=[CH:29][CH:28]=[CH:27][CH:26]=2)=[CH:13][C:14]=1[O:15][CH2:16][C:17]1[CH:22]=[CH:21][CH:20]=[CH:19][CH:18]=1)C1C=CC=CC=1.C(OC1N=NC(Cl)=CC=1OC[C:32]1[CH:37]=[CH:36][CH:35]=[CH:34][CH:33]=1)[C:32]1[CH:37]=[CH:36][CH:35]=[CH:34][CH:33]=1.C(C1CCCC1)#C. (9) Given the product [CH3:21][O:20][C:17]([C:14]1[O:15][CH:16]=[C:12]([CH2:11][OH:10])[N:13]=1)([CH3:19])[CH3:18], predict the reactants needed to synthesize it. The reactants are: N#N.[Si]([O:10][CH2:11][C:12]1[N:13]=[C:14]([C:17]([O:20][CH3:21])([CH3:19])[CH3:18])[O:15][CH:16]=1)(C(C)(C)C)(C)C.CCCC[N+](CCCC)(CCCC)CCCC.[F-].